From a dataset of Catalyst prediction with 721,799 reactions and 888 catalyst types from USPTO. Predict which catalyst facilitates the given reaction. (1) Reactant: C([O:8][C:9]([C:11]1[C:19]2[C:14](=[CH:15][CH:16]=[C:17]([CH2:20][CH2:21][O:22][S:23]([CH3:26])(=[O:25])=[O:24])[CH:18]=2)[NH:13][C:12]=1[CH3:27])=[O:10])C1C=CC=CC=1. Product: [CH3:26][S:23]([O:22][CH2:21][CH2:20][C:17]1[CH:18]=[C:19]2[C:14](=[CH:15][CH:16]=1)[NH:13][C:12]([CH3:27])=[C:11]2[C:9]([OH:10])=[O:8])(=[O:24])=[O:25]. The catalyst class is: 123. (2) The catalyst class is: 109. Reactant: C([Sn](CCCC)(CCCC)[C:6]1[S:7][CH:8]=[CH:9][N:10]=1)CCC.Br[C:20]1[CH:25]=[CH:24][CH:23]=[C:22]([C:26]2[N:31]=[CH:30][CH:29]=[CH:28][N:27]=2)[N:21]=1. Product: [S:7]1[CH:8]=[CH:9][N:10]=[C:6]1[C:20]1[N:21]=[C:22]([C:26]2[N:27]=[CH:28][CH:29]=[CH:30][N:31]=2)[CH:23]=[CH:24][CH:25]=1. (3) Product: [Cl:1][C:2]1[CH:11]=[N:10][C:9]2[C:4](=[CH:5][CH:6]=[C:7]([O:12][CH2:14][CH2:15][CH:16]3[CH2:21][CH2:20][N:19]([C:22]4[N:23]=[N:24][C:25]([CH3:28])=[CH:26][CH:27]=4)[CH2:18][CH2:17]3)[CH:8]=2)[N:3]=1. The catalyst class is: 42. Reactant: [Cl:1][C:2]1[CH:11]=[N:10][C:9]2[C:4](=[CH:5][CH:6]=[C:7]([OH:12])[CH:8]=2)[N:3]=1.Cl[CH2:14][CH2:15][CH:16]1[CH2:21][CH2:20][N:19]([C:22]2[N:23]=[N:24][C:25]([CH3:28])=[CH:26][CH:27]=2)[CH2:18][CH2:17]1.[I-].[K+].C(=O)([O-])[O-].[K+].[K+]. (4) Product: [Br:1][C:2]1[CH:3]=[C:4]([NH:9][C:10]2[C:11]3[CH:19]=[C:18]([NH:28][CH2:27][C:26]4[CH:29]=[CH:30][C:23]([O:22][CH3:21])=[CH:24][CH:25]=4)[N:17]=[CH:16][C:12]=3[N:13]=[CH:14][N:15]=2)[CH:5]=[CH:6][C:7]=1[Cl:8]. Reactant: [Br:1][C:2]1[CH:3]=[C:4]([NH:9][C:10]2[C:11]3[CH:19]=[C:18](F)[N:17]=[CH:16][C:12]=3[N:13]=[CH:14][N:15]=2)[CH:5]=[CH:6][C:7]=1[Cl:8].[CH3:21][O:22][C:23]1[CH:30]=[CH:29][C:26]([CH2:27][NH2:28])=[CH:25][CH:24]=1. The catalyst class is: 16.